From a dataset of Catalyst prediction with 721,799 reactions and 888 catalyst types from USPTO. Predict which catalyst facilitates the given reaction. (1) Reactant: [C:1]([N:4]1[C:13]2[C:8](=[CH:9][CH:10]=[CH:11][CH:12]=2)[C@H:7]([NH:14][C:15]([NH2:17])=[S:16])[C@@H:6]([CH3:18])[C@@H:5]1[CH:19]1[CH2:21][CH2:20]1)(=[O:3])[CH3:2].Cl.Cl[CH2:24][C:25](=O)[CH3:26]. Product: [CH:19]1([C@H:5]2[C@H:6]([CH3:18])[C@@H:7]([NH:14][C:15]3[S:16][CH:24]=[C:25]([CH3:26])[N:17]=3)[C:8]3[C:13](=[CH:12][CH:11]=[CH:10][CH:9]=3)[N:4]2[C:1](=[O:3])[CH3:2])[CH2:20][CH2:21]1. The catalyst class is: 8. (2) Reactant: [BH-](OC(C)=O)(OC(C)=O)OC(C)=O.[Na+].[CH2:15]([N:22]1[C:34]2[C:33]3[CH:32]=[C:31]([O:35][CH3:36])[C:30]([C:37]4[C:38]([CH3:43])=[N:39][O:40][C:41]=4[CH3:42])=[CH:29][C:28]=3[N:27]=[C:26]([CH:44]=O)[C:25]=2[O:24][C:23]1=[O:46])[C:16]1[CH:21]=[CH:20][CH:19]=[CH:18][CH:17]=1.[CH2:47]([NH2:49])[CH3:48].C([O-])(O)=O.[Na+]. Product: [CH2:15]([N:22]1[C:34]2[C:33]3[CH:32]=[C:31]([O:35][CH3:36])[C:30]([C:37]4[C:38]([CH3:43])=[N:39][O:40][C:41]=4[CH3:42])=[CH:29][C:28]=3[N:27]=[C:26]([CH2:44][NH:49][CH2:47][CH3:48])[C:25]=2[O:24][C:23]1=[O:46])[C:16]1[CH:17]=[CH:18][CH:19]=[CH:20][CH:21]=1. The catalyst class is: 26. (3) Reactant: [Cl:1][C:2]1[N:6]2[CH:7]=[C:8]([CH:15]3[CH2:17][CH2:16]3)[CH:9]=[C:10]([C:11]([F:14])([F:13])[F:12])[C:5]2=[N:4][C:3]=1[C:18](O)=[O:19].[CH3:21][C@@H:22]1[O:26][C:25](=[O:27])[N:24]([CH:28]2[CH2:33][CH2:32][NH:31][CH2:30][CH2:29]2)[C:23]1=[O:34].C(N(CC)C(C)C)(C)C.CN(C(ON1N=NC2C=CC=NC1=2)=[N+](C)C)C.F[P-](F)(F)(F)(F)F. Product: [Cl:1][C:2]1[N:6]2[CH:7]=[C:8]([CH:15]3[CH2:17][CH2:16]3)[CH:9]=[C:10]([C:11]([F:13])([F:14])[F:12])[C:5]2=[N:4][C:3]=1[C:18]([N:31]1[CH2:30][CH2:29][CH:28]([N:24]2[C:23](=[O:34])[C@H:22]([CH3:21])[O:26][C:25]2=[O:27])[CH2:33][CH2:32]1)=[O:19]. The catalyst class is: 31. (4) Reactant: C([O:4][CH2:5][C@@H:6]1[C@@H:11](OC(=O)C)[CH:10]=[CH:9][C@H:8]([C:16](=[NH:19])[NH:17][OH:18])[O:7]1)(=O)C.[CH2:20]([O:22][C:23]([C:25]#[C:26][C:27]([O:29][CH2:30][CH3:31])=[O:28])=[O:24])[CH3:21]. Product: [OH:4][CH2:5][C@H:6]1[O:7][C@@H:8]([C:16](=[NH:19])[NH:17][O:18]/[C:26](=[CH:25]/[C:23]([O:22][CH2:20][CH3:21])=[O:24])/[C:27]([O:29][CH2:30][CH3:31])=[O:28])[CH2:9][CH2:10][CH2:11]1. The catalyst class is: 14. (5) Reactant: II.FC(F)(F)C(OC1C(OC(=O)C(F)(F)F)=C([I:14])C=CC=1)=O.O=C([C@H](CC1C=C(O)C(O)=CC=1)N)O.[CH2:38]([O:40][C:41](=[O:74])[C@H:42]([CH2:51][C:52]1[CH:57]=[CH:56][C:55]([O:58][C:59]([O:61][C:62]([CH3:65])([CH3:64])[CH3:63])=[O:60])=[C:54]([O:66][C:67]([O:69][C:70]([CH3:73])([CH3:72])[CH3:71])=[O:68])[CH:53]=1)[NH:43][C:44]([O:46][C:47]([CH3:50])([CH3:49])[CH3:48])=[O:45])[CH3:39]. Product: [CH2:38]([O:40][C:41](=[O:74])[C@H:42]([CH2:51][C:52]1[C:57]([I:14])=[CH:56][C:55]([O:58][C:59]([O:61][C:62]([CH3:63])([CH3:64])[CH3:65])=[O:60])=[C:54]([O:66][C:67]([O:69][C:70]([CH3:73])([CH3:72])[CH3:71])=[O:68])[CH:53]=1)[NH:43][C:44]([O:46][C:47]([CH3:48])([CH3:49])[CH3:50])=[O:45])[CH3:39]. The catalyst class is: 4.